This data is from NCI-60 drug combinations with 297,098 pairs across 59 cell lines. The task is: Regression. Given two drug SMILES strings and cell line genomic features, predict the synergy score measuring deviation from expected non-interaction effect. (1) Drug 1: CCC(=C(C1=CC=CC=C1)C2=CC=C(C=C2)OCCN(C)C)C3=CC=CC=C3.C(C(=O)O)C(CC(=O)O)(C(=O)O)O. Drug 2: C1=CC=C(C(=C1)C(C2=CC=C(C=C2)Cl)C(Cl)Cl)Cl. Cell line: EKVX. Synergy scores: CSS=2.81, Synergy_ZIP=4.06, Synergy_Bliss=-1.14, Synergy_Loewe=-6.00, Synergy_HSA=-1.44. (2) Drug 1: CC1C(C(CC(O1)OC2CC(CC3=C2C(=C4C(=C3O)C(=O)C5=CC=CC=C5C4=O)O)(C(=O)C)O)N)O. Synergy scores: CSS=57.9, Synergy_ZIP=1.85, Synergy_Bliss=2.10, Synergy_Loewe=3.18, Synergy_HSA=6.01. Drug 2: CC1C(C(CC(O1)OC2CC(CC3=C2C(=C4C(=C3O)C(=O)C5=C(C4=O)C(=CC=C5)OC)O)(C(=O)CO)O)N)O.Cl. Cell line: 786-0. (3) Drug 1: CC1OCC2C(O1)C(C(C(O2)OC3C4COC(=O)C4C(C5=CC6=C(C=C35)OCO6)C7=CC(=C(C(=C7)OC)O)OC)O)O. Drug 2: CC(C)NC(=O)C1=CC=C(C=C1)CNNC.Cl. Cell line: OVCAR-4. Synergy scores: CSS=4.46, Synergy_ZIP=-1.95, Synergy_Bliss=-0.805, Synergy_Loewe=-0.749, Synergy_HSA=-0.278. (4) Synergy scores: CSS=86.0, Synergy_ZIP=12.0, Synergy_Bliss=12.5, Synergy_Loewe=14.7, Synergy_HSA=17.7. Cell line: MOLT-4. Drug 1: COC1=NC(=NC2=C1N=CN2C3C(C(C(O3)CO)O)O)N. Drug 2: C1=NC(=NC(=O)N1C2C(C(C(O2)CO)O)O)N. (5) Drug 1: CC12CCC3C(C1CCC2O)C(CC4=C3C=CC(=C4)O)CCCCCCCCCS(=O)CCCC(C(F)(F)F)(F)F. Drug 2: COC1=C2C(=CC3=C1OC=C3)C=CC(=O)O2. Cell line: NCI-H460. Synergy scores: CSS=-2.02, Synergy_ZIP=0.600, Synergy_Bliss=-1.34, Synergy_Loewe=-1.47, Synergy_HSA=-3.05. (6) Drug 1: COC1=C(C=C2C(=C1)N=CN=C2NC3=CC(=C(C=C3)F)Cl)OCCCN4CCOCC4. Drug 2: C1CCC(C(C1)N)N.C(=O)(C(=O)[O-])[O-].[Pt+4]. Cell line: A498. Synergy scores: CSS=33.4, Synergy_ZIP=-6.98, Synergy_Bliss=-2.21, Synergy_Loewe=1.84, Synergy_HSA=3.03. (7) Drug 1: C1=NC2=C(N1)C(=S)N=C(N2)N. Drug 2: C1=CN(C(=O)N=C1N)C2C(C(C(O2)CO)O)O.Cl. Cell line: RPMI-8226. Synergy scores: CSS=9.49, Synergy_ZIP=-4.31, Synergy_Bliss=-14.2, Synergy_Loewe=-19.5, Synergy_HSA=-13.6. (8) Drug 1: CC1=C2C(C(=O)C3(C(CC4C(C3C(C(C2(C)C)(CC1OC(=O)C(C(C5=CC=CC=C5)NC(=O)C6=CC=CC=C6)O)O)OC(=O)C7=CC=CC=C7)(CO4)OC(=O)C)O)C)OC(=O)C. Drug 2: CCN(CC)CCCC(C)NC1=C2C=C(C=CC2=NC3=C1C=CC(=C3)Cl)OC. Cell line: IGROV1. Synergy scores: CSS=19.7, Synergy_ZIP=-2.80, Synergy_Bliss=3.18, Synergy_Loewe=-17.6, Synergy_HSA=2.31. (9) Drug 1: CC1=C(C=C(C=C1)NC2=NC=CC(=N2)N(C)C3=CC4=NN(C(=C4C=C3)C)C)S(=O)(=O)N.Cl. Drug 2: C1CNP(=O)(OC1)N(CCCl)CCCl. Cell line: SF-295. Synergy scores: CSS=3.69, Synergy_ZIP=-0.206, Synergy_Bliss=1.28, Synergy_Loewe=-0.435, Synergy_HSA=0.269.